Dataset: Full USPTO retrosynthesis dataset with 1.9M reactions from patents (1976-2016). Task: Predict the reactants needed to synthesize the given product. (1) Given the product [CH2:1]([C:8]1[CH:9]=[C:10]([C:21](=[O:23])[CH2:22][C:31]([C:27]2[CH:26]=[C:25]([CH3:24])[CH:30]=[CH:29][N:28]=2)=[O:32])[CH:11]=[C:12]([N:14]2[CH2:19][CH2:18][N:17]([CH3:20])[CH2:16][CH2:15]2)[CH:13]=1)[C:2]1[CH:3]=[CH:4][CH:5]=[CH:6][CH:7]=1, predict the reactants needed to synthesize it. The reactants are: [CH2:1]([C:8]1[CH:9]=[C:10]([C:21](=[O:23])[CH3:22])[CH:11]=[C:12]([N:14]2[CH2:19][CH2:18][N:17]([CH3:20])[CH2:16][CH2:15]2)[CH:13]=1)[C:2]1[CH:7]=[CH:6][CH:5]=[CH:4][CH:3]=1.[CH3:24][C:25]1[CH:30]=[CH:29][N:28]=[C:27]([C:31](OC)=[O:32])[CH:26]=1.[Na].[O-]CC. (2) Given the product [CH3:18][O:19][C:20]1[CH:26]=[CH:25][C:24]([O:27][CH3:28])=[CH:23][C:21]=1[NH:22][C:2]1[CH:7]=[C:6]([C:8]([F:11])([F:10])[F:9])[N:5]=[C:4]([C:12]2[CH:17]=[CH:16][N:15]=[CH:14][CH:13]=2)[N:3]=1, predict the reactants needed to synthesize it. The reactants are: Cl[C:2]1[CH:7]=[C:6]([C:8]([F:11])([F:10])[F:9])[N:5]=[C:4]([C:12]2[CH:17]=[CH:16][N:15]=[CH:14][CH:13]=2)[N:3]=1.[CH3:18][O:19][C:20]1[CH:26]=[CH:25][C:24]([O:27][CH3:28])=[CH:23][C:21]=1[NH2:22]. (3) Given the product [F:24][C:20]1[CH:19]=[C:18]([C:5]2[C:4]3[C:8](=[CH:9][CH:10]=[C:2]([NH:1][C:33](=[O:40])[C:34]4[CH:39]=[CH:38][CH:37]=[N:36][CH:35]=4)[CH:3]=3)[NH:7][N:6]=2)[CH:23]=[CH:22][CH:21]=1, predict the reactants needed to synthesize it. The reactants are: [NH2:1][C:2]1[CH:3]=[C:4]2[C:8](=[CH:9][CH:10]=1)[N:7](C(OC(C)(C)C)=O)[N:6]=[C:5]2[C:18]1[CH:23]=[CH:22][CH:21]=[C:20]([F:24])[CH:19]=1.C(N(CC)CC)C.Cl.[C:33](Cl)(=[O:40])[C:34]1[CH:39]=[CH:38][CH:37]=[N:36][CH:35]=1.Cl. (4) Given the product [C:1]([C:5]1[CH:17]=[CH:16][C:15]([Cl:18])=[CH:14][C:6]=1[OH:7])#[C:2][CH2:3][CH3:4], predict the reactants needed to synthesize it. The reactants are: [C:1]([C:5]1[CH:17]=[CH:16][C:15]([Cl:18])=[CH:14][C:6]=1[O:7]C1CCCCO1)#[C:2][CH2:3][CH3:4].